The task is: Regression/Classification. Given a drug SMILES string, predict its absorption, distribution, metabolism, or excretion properties. Task type varies by dataset: regression for continuous measurements (e.g., permeability, clearance, half-life) or binary classification for categorical outcomes (e.g., BBB penetration, CYP inhibition). Dataset: cyp2c9_veith.. This data is from CYP2C9 inhibition data for predicting drug metabolism from PubChem BioAssay. (1) The drug is Cc1ccc(-n2c(C)cc(C(=S)N3CCOCC3)c2C)cc1C. The result is 1 (inhibitor). (2) The compound is Cc1c(C(=O)NN2CCCCC2)nn(-c2ccc(Cl)cc2Cl)c1-c1ccc(I)cc1. The result is 1 (inhibitor). (3) The compound is CCOC(=O)n1ccn(C)c1=S. The result is 0 (non-inhibitor). (4) The drug is COc1ccc2[nH]cc(CCNc3ncncc3-c3cccc(NS(C)(=O)=O)c3)c2c1. The result is 1 (inhibitor). (5) The molecule is Cc1ccc(/C=C2/NC(=O)N(Cc3ccccc3)C2=O)s1. The result is 0 (non-inhibitor). (6) The compound is Cc1nc2nc(C)c(CCC(=O)NC(C)c3ccc4c(c3)OCCO4)c(C)n2n1.Cl. The result is 0 (non-inhibitor). (7) The compound is O=C(O)C1C2C=CC(O2)C1C(=O)NC1CCCc2ccccc21. The result is 0 (non-inhibitor).